The task is: Predict the reactants needed to synthesize the given product.. This data is from Full USPTO retrosynthesis dataset with 1.9M reactions from patents (1976-2016). Given the product [CH2:1]([O:3][C:4]([C:6]1[C:10]([CH3:11])=[CH:9][NH:8][C:7]=1[CH2:12][CH2:13][NH:14][CH2:15][CH2:16][NH:17][CH2:18][CH3:19])=[O:5])[CH3:2], predict the reactants needed to synthesize it. The reactants are: [CH2:1]([O:3][C:4]([C:6]1[C:10]([CH3:11])=[CH:9][NH:8][C:7]=1[CH2:12][C:13](=O)[NH:14][CH2:15][CH2:16][NH:17][C:18](=O)[CH3:19])=[O:5])[CH3:2].